This data is from Catalyst prediction with 721,799 reactions and 888 catalyst types from USPTO. The task is: Predict which catalyst facilitates the given reaction. (1) Reactant: [CH2:1]([O:3][CH:4]([O:7][CH2:8][CH3:9])[C:5]#[CH:6])[CH3:2].[Li]CCCC.[CH:15](=[O:19])[CH:16]([CH3:18])[CH3:17]. The catalyst class is: 1. Product: [CH2:1]([O:3][CH:4]([O:7][CH2:8][CH3:9])[C:5]#[C:6][CH:15]([OH:19])[CH:16]([CH3:18])[CH3:17])[CH3:2]. (2) The catalyst class is: 209. Product: [CH3:32][C@H:21]1[NH:22][CH2:23][CH2:24][N:19]([C:17]2[N:16]=[C:15]3[CH2:33][CH2:34][CH2:35][C:14]3=[C:13]([NH:12][C:9]3[CH:10]=[CH:11][C:6]([CH2:5][C:4]([O:3][CH3:1])=[O:36])=[CH:7][CH:8]=3)[CH:18]=2)[CH2:20]1. Reactant: [CH2:1]([O:3][C:4](=[O:36])[CH2:5][C:6]1[CH:11]=[CH:10][C:9]([NH:12][C:13]2[CH:18]=[C:17]([N:19]3[CH2:24][CH2:23][N:22](C(OC(C)(C)C)=O)[C@H:21]([CH3:32])[CH2:20]3)[N:16]=[C:15]3[CH2:33][CH2:34][CH2:35][C:14]=23)=[CH:8][CH:7]=1)C. (3) Reactant: C1(P(C2C=CC=CC=2)C2C=CC=CC=2)C=CC=CC=1.CCOC(/N=N/C(OCC)=O)=O.[N:32]1[C:41]2[C:36](=[CH:37][CH:38]=[CH:39][CH:40]=2)[CH:35]=[CH:34][C:33]=1[CH2:42][CH2:43]O.[Cl:45][C:46]1[CH:47]=[CH:48][CH:49]=[C:50]2[C:55]=1[C:54](=[O:56])[NH:53][N:52]=[CH:51]2.Cl. Product: [Cl:45][C:46]1[CH:47]=[CH:48][CH:49]=[C:50]2[C:55]=1[C:54](=[O:56])[N:53]([CH2:43][CH2:42][C:33]1[CH:34]=[CH:35][C:36]3[C:41](=[CH:40][CH:39]=[CH:38][CH:37]=3)[N:32]=1)[N:52]=[CH:51]2. The catalyst class is: 1. (4) Reactant: [C:1]([O:5][N:6]=[C:7]1[C:16]2[C:11](=[CH:12][CH:13]=[C:14](Br)[CH:15]=2)[O:10][C:9]([C:18]2[N:19]=[CH:20][C:21]3[C:26]([CH:27]=2)=[CH:25][CH:24]=[CH:23][CH:22]=3)=[CH:8]1)([CH3:4])([CH3:3])[CH3:2].[CH2:28]([Sn](CCCC)(CCCC)C=C)[CH2:29]CC. Product: [C:1]([O:5][N:6]=[C:7]1[C:16]2[C:11](=[CH:12][CH:13]=[C:14]([CH:28]=[CH2:29])[CH:15]=2)[O:10][C:9]([C:18]2[N:19]=[CH:20][C:21]3[C:26]([CH:27]=2)=[CH:25][CH:24]=[CH:23][CH:22]=3)=[CH:8]1)([CH3:4])([CH3:3])[CH3:2]. The catalyst class is: 109. (5) Reactant: [S:1]1[CH:5]=[CH:4][C:3]2[CH:6]=[C:7]([CH:10]3[C:19]4[C:14](=[CH:15][CH:16]=[CH:17][CH:18]=4)[CH2:13][NH:12][CH2:11]3)[CH:8]=[CH:9][C:2]1=2.Cl[CH2:21][C:22]#[N:23].[C:24](=[O:27])([O-:26])[O-].[Cs+].[Cs+].[C:30]([O:33]CC)(=[O:32])C. Product: [C:30]([OH:33])(=[O:32])/[CH:21]=[CH:22]/[C:24]([OH:26])=[O:27].[S:1]1[CH:5]=[CH:4][C:3]2[CH:6]=[C:7]([CH:10]3[C:19]4[C:14](=[CH:15][CH:16]=[CH:17][CH:18]=4)[CH2:13][N:12]([CH2:21][C:22]#[N:23])[CH2:11]3)[CH:8]=[CH:9][C:2]1=2. The catalyst class is: 3.